Dataset: Forward reaction prediction with 1.9M reactions from USPTO patents (1976-2016). Task: Predict the product of the given reaction. (1) The product is: [CH3:10][O:9][C:7]([CH:4]1[CH2:5][CH2:6][CH:1]([C:11]([OH:13])=[O:12])[CH2:2][CH2:3]1)=[O:8]. Given the reactants [CH:1]1([C:11]([O:13]C)=[O:12])[CH2:6][CH2:5][CH:4]([C:7]([O:9][CH3:10])=[O:8])[CH2:3][CH2:2]1.[OH-].[Li+], predict the reaction product. (2) Given the reactants [CH3:1][O:2][C:3](=[O:24])[CH2:4][CH:5]1[C:9]2=[CH:10][C:11]3[C:12]([C:21]([CH3:23])=[CH2:22])=[CH:13][C:14]([S:17]([CH3:20])(=[O:19])=[O:18])=[CH:15][C:16]=3[N:8]2[CH2:7][CH2:6]1, predict the reaction product. The product is: [CH3:1][O:2][C:3](=[O:24])[CH2:4][CH:5]1[C:9]2=[CH:10][C:11]3[C:12]([CH:21]([CH3:22])[CH3:23])=[CH:13][C:14]([S:17]([CH3:20])(=[O:19])=[O:18])=[CH:15][C:16]=3[N:8]2[CH2:7][CH2:6]1. (3) Given the reactants BrCCCCCCCCBr.[C:11]1(=O)[NH:15][C:14](=O)[C:13]2=[CH:17][CH:18]=[CH:19][CH:20]=[C:12]12.[K].[I-].[K+].[NH:25]1[CH2:30][CH2:29][CH2:28][CH2:27][CH2:26]1.Cl[C:32]1[C:41]2[C:36](=[CH:37][C:38]([Cl:42])=[CH:39][CH:40]=2)[N:35]=[CH:34][CH:33]=1.C1C=CC(O)=CC=1, predict the reaction product. The product is: [Cl:42][C:38]1[CH:37]=[C:36]2[C:41]([C:32]([NH:15][CH2:14][CH2:13][CH2:17][CH2:18][CH2:19][CH2:20][CH2:12][CH2:11][N:25]3[CH2:30][CH2:29][CH2:28][CH2:27][CH2:26]3)=[CH:33][CH:34]=[N:35]2)=[CH:40][CH:39]=1. (4) The product is: [C:40]([O:39][C:37](=[O:38])[C@H:27]([CH2:28][CH2:29][C:30]([O:32][C:33]([CH3:36])([CH3:35])[CH3:34])=[O:31])[NH:26][NH:25][C:23](=[O:24])[C:22]1[CH:44]=[CH:45][C:19]([NH2:18])=[CH:20][C:21]=1[N+:46]([O-:48])=[O:47])([CH3:42])([CH3:43])[CH3:41]. Given the reactants C1C2C(COC([NH:18][C:19]3[CH:45]=[CH:44][C:22]([C:23]([NH:25][NH:26][C@H:27]([C:37]([O:39][C:40]([CH3:43])([CH3:42])[CH3:41])=[O:38])[CH2:28][CH2:29][C:30]([O:32][C:33]([CH3:36])([CH3:35])[CH3:34])=[O:31])=[O:24])=[C:21]([N+:46]([O-:48])=[O:47])[CH:20]=3)=O)C3C(=CC=CC=3)C=2C=CC=1, predict the reaction product. (5) Given the reactants C([N:8]1[CH2:13][CH2:12][CH:11]([NH:14][C:15](=[O:22])[C:16]2[CH:21]=[CH:20][CH:19]=[CH:18][CH:17]=2)[CH2:10][CH2:9]1)C1C=CC=CC=1, predict the reaction product. The product is: [C:15]([NH:14][CH:11]1[CH2:12][CH2:13][NH:8][CH2:9][CH2:10]1)(=[O:22])[C:16]1[CH:17]=[CH:18][CH:19]=[CH:20][CH:21]=1. (6) Given the reactants C([Li])CCC.C(NC(C)C)(C)C.[C:13]([O:17][C:18]([N:20]1[CH2:25][CH2:24][C:23](=[O:26])[CH2:22][CH2:21]1)=[O:19])([CH3:16])([CH3:15])[CH3:14].C1C=CC(N([S:34]([C:37]([F:40])([F:39])[F:38])(=[O:36])=[O:35])[S:34]([C:37]([F:40])([F:39])[F:38])(=[O:36])=[O:35])=CC=1, predict the reaction product. The product is: [C:13]([O:17][C:18]([N:20]1[CH2:21][CH:22]=[C:23]([O:26][S:34]([C:37]([F:40])([F:39])[F:38])(=[O:36])=[O:35])[CH2:24][CH2:25]1)=[O:19])([CH3:16])([CH3:14])[CH3:15].